From a dataset of Forward reaction prediction with 1.9M reactions from USPTO patents (1976-2016). Predict the product of the given reaction. (1) Given the reactants [CH2:1]([N:8]1[CH2:12][CH:11]([C:13]2[CH:18]=[CH:17][CH:16]=[C:15]([Cl:19])[CH:14]=2)[CH:10]([NH:20][CH3:21])[CH2:9]1)[C:2]1[CH:7]=[CH:6][CH:5]=[CH:4][CH:3]=1.Br[CH2:23][C:24]1[CH:29]=[CH:28][C:27]([C:30]([F:33])([F:32])[F:31])=[CH:26][CH:25]=1.CCN(CC)CC, predict the reaction product. The product is: [CH2:1]([N:8]1[CH2:12][CH:11]([C:13]2[CH:18]=[CH:17][CH:16]=[C:15]([Cl:19])[CH:14]=2)[CH:10]([N:20]([CH3:21])[CH2:23][C:24]2[CH:29]=[CH:28][C:27]([C:30]([F:33])([F:32])[F:31])=[CH:26][CH:25]=2)[CH2:9]1)[C:2]1[CH:7]=[CH:6][CH:5]=[CH:4][CH:3]=1. (2) Given the reactants [OH:1][C:2]1[C:3]([C:13]([O:15][CH2:16][CH3:17])=[O:14])=[CH:4][N:5]2[CH2:10][CH2:9][N:8]([CH3:11])[C:7](=[O:12])[C:6]=12.[C:18](=O)([O-])[O-].[K+].[K+].IC, predict the reaction product. The product is: [CH3:18][O:1][C:2]1[C:3]([C:13]([O:15][CH2:16][CH3:17])=[O:14])=[CH:4][N:5]2[CH2:10][CH2:9][N:8]([CH3:11])[C:7](=[O:12])[C:6]=12. (3) Given the reactants [CH2:1]([O:3][C:4](=[O:31])[C:5]([O:23][C:24]1[CH:29]=[CH:28][C:27]([F:30])=[CH:26][CH:25]=1)([CH3:22])[CH:6]([C:8]1[CH:13]=[CH:12][C:11]([O:14][CH2:15][C:16]2[CH:21]=[CH:20][CH:19]=[CH:18][CH:17]=2)=[CH:10][CH:9]=1)[OH:7])[CH3:2].N1C=CC=CC=1.[F:38][C:39]([F:50])([F:49])[C:40](O[C:40](=[O:41])[C:39]([F:50])([F:49])[F:38])=[O:41].Cl, predict the reaction product. The product is: [CH2:1]([O:3][C:4](=[O:31])[C:5]([O:23][C:24]1[CH:29]=[CH:28][C:27]([F:30])=[CH:26][CH:25]=1)([CH3:22])[CH:6]([C:8]1[CH:9]=[CH:10][C:11]([O:14][CH2:15][C:16]2[CH:21]=[CH:20][CH:19]=[CH:18][CH:17]=2)=[CH:12][CH:13]=1)[O:7][C:40](=[O:41])[C:39]([F:50])([F:49])[F:38])[CH3:2].